This data is from Forward reaction prediction with 1.9M reactions from USPTO patents (1976-2016). The task is: Predict the product of the given reaction. Given the reactants [C:1]([O:5][C:6](=[O:28])[N:7]([CH2:19][CH2:20][C:21]1[CH:26]=[CH:25][CH:24]=[C:23](Br)[CH:22]=1)[CH2:8][C:9]1[CH:14]=[CH:13][C:12]([C:15]([CH3:18])([CH3:17])[CH3:16])=[CH:11][CH:10]=1)([CH3:4])([CH3:3])[CH3:2].[CH3:29][Si:30]([C:33]#[CH:34])([CH3:32])[CH3:31], predict the reaction product. The product is: [C:1]([O:5][C:6](=[O:28])[N:7]([CH2:8][C:9]1[CH:14]=[CH:13][C:12]([C:15]([CH3:18])([CH3:17])[CH3:16])=[CH:11][CH:10]=1)[CH2:19][CH2:20][C:21]1[CH:26]=[CH:25][CH:24]=[C:23]([C:34]#[C:33][Si:30]([CH3:32])([CH3:31])[CH3:29])[CH:22]=1)([CH3:4])([CH3:3])[CH3:2].